From a dataset of Drug-target binding data from BindingDB using Ki measurements. Regression. Given a target protein amino acid sequence and a drug SMILES string, predict the binding affinity score between them. We predict pKi (pKi = -log10(Ki in M); higher means stronger inhibition). Dataset: bindingdb_ki. (1) The small molecule is N#CC(CCOc1cccc2ccc(N)nc12)(c1ccccc1)c1ccccc1. The target protein sequence is IIGGEFTTIENQPWFAAIYRRHRGGSVTYVCGGSLISPCWVISATHCFIDYPKKEDYIVYLGRSRLNSNTQGEMKFEVENLILHKDYSADTLAHHNDIALLKIRSKEGRCAQPSRTIQTIALPSMYNDPQFGTSCEITGFGKEQSTDYLYPEQLKMTVVKLISHRECQQPHYYGSEVTTKMLCAADPQWKTDSCQGDSGGPLVCSLQGRMTLTGIVSWGRGCALKDKPGVYTRVSHFLPWIRSHTK. The pKi is 4.4. (2) The drug is Cn1cc(C(=O)OCC2CCN(CCNS(C)(=O)=O)CC2)c2ccccc21. The target protein (Q13639) has sequence MDKLDANVSSEEGFGSVEKVVLLTFLSTVILMAILGNLLVMVAVCWDRQLRKIKTNYFIVSLAFADLLVSVLVMPFGAIELVQDIWIYGEVFCLVRTSLDVLLTTASIFHLCCISLDRYYAICCQPLVYRNKMTPLRIALMLGGCWVIPTFISFLPIMQGWNNIGIIDLIEKRKFNQNSNSTYCVFMVNKPYAITCSVVAFYIPFLLMVLAYYRIYVTAKEHAHQIQMLQRAGASSESRPQSADQHSTHRMRTETKAAKTLCIIMGCFCLCWAPFFVTNIVDPFIDYTVPGQVWTAFLWLGYINSGLNPFLYAFLNKSFRRAFLIILCCDDERYRRPSILGQTVPCSTTTINGSTHVLRDAVECGGQWESQCHPPATSPLVAAQPSDT. The pKi is 9.4. (3) The compound is COC(=O)[C@@H]1[C@@H](O)CC[C@@H]2CN3CCc4c([nH]c5ccccc45)[C@@H]3C[C@@H]21. The target protein sequence is MGSLQPDSGNASWNGTEGPGGGTRATPYSLQVTVTLVCLVGLLILLTVFGNVLVIIAVFTSRALKAPQNLFLVSLASADILVATLVIPFSLANEVMGYWYFGKAWCEIYLALDVLFCTSSIVHLCAISLDRYWSITQAIEYNLKRTPRRIKAIIVTVWVISAVISFPPLISFEKAGGGGQQPAEPRCEINDQKWYVISSSIGSFFAPCLIMILVYVRIYQIAKRRTRVPPSRRGPDAHAAAPPGGAERRPNGLGLERGVGPGGAEAEPLPTQVNGAPGEPAPAGPRDAEALDLEESSSSEHAERPPGARRPERGLRAKSKARASQVKPGDSLPRRAPGAAGSGTSGSGPGEERGGGAKASRWRGRQNREKRFTFVLAVVIGVFVVCWFPFFFTYTLTAVGCSVPRTLFKFFFWFGYCNSSLNPVIYTIFNHDFRRAFKKILCRGDRKRIV. The pKi is 8.3. (4) The target protein (P70310) has sequence METSSLWPPRPSPSAGLSLEARLGVDTRLWAKVLFTALYSLIFALGTAGNALSVHVVLKARAGRPGRLRYHVLSLALSALLLLLISVPMELYNFVWSHYPWVFGDLGCRGYYFVRELCAYATVLSVASLSAERCLAVCQPLRARRLLTPRRTRRLLSLVWVASLGLALPMAVIMGQKHEMERADGEPEPASRVCTVLVSRATLQVFIQVNVLVSFVLPLALTAFLNGITVNHLVALYSQVPSASAQVNSIPSRLELLSEEGLLGFITWRKTLSLGVQASLVRHKDASQIRSLQHSAQVLRAIVAVYVICWLPYHARRLMYCYIPDDGWTDELYDFYHYFYMVTNTLFYVSSAVTPVLYNAVSSSFRKLFLESLSSLCGEQRSVVPLPQEAPESTTSTYSFRLWGSPRNPSLGEIQV. The compound is CC1CN(C2CCC(C#N)(c3ccc(F)cc3)CC2)CCC1(C(=O)O)c1ccccc1. The pKi is 7.8. (5) The compound is CCCCC(O)[C@@H](CC(C)C)NC(=O)C(Cc1cnc[nH]1)NC(=O)CN1CCCCC(NC(=O)C(C)NC(=O)C(Cc2c[nH]c3ccccc23)NC(=O)C(CCC(N)=O)NC(=O)CCc2ccc(O)cc2)C1=O. The target protein sequence is MDPNNCSHLNLEVDPFLSCNNTFNQTLSPPKMDNWFHPGIIYVIPAVYGLIIVIGLIGNITLIKIFCTVKSMRNVPNLFISSLALGDLLLLVTCAPVDASKYLADRWLFGRIGCKLIPFIQLTSVGVSVFTLTALSADRYKAIVRPMDIQASHALMKICLKAALIWIVSMLLAIPEAVFSDLHPFHVKDTNQTFISCAPYPHSNELHPKIHSMASFLVFYIIPLSIISVYYYFIARNLIQSAYNLPVEGNIHVKKQIESRKRLAKTVLVFVGLFAFCWLPNHVIYLYRSYHYSEVDTSMLHFITSICARLLAFTNSCVNPFALYLLSKSFRKQFNTQLLCCQPSLLNRSHSTGRSTTCMTSFKSTNPSATFSLINGNICHEGYV. The pKi is 8.4. (6) The small molecule is CCc1c(C(=O)NN2CCCCC2)nn(-c2ccc(Cl)cc2Cl)c1-c1ccc(Br)cc1. The target protein (P61278) has sequence MLSCRLQCALAALSIVLALGCVTGAPSDPRLRQFLQKSLAAAAGKQELAKYFLAELLSEPNQTENDALEPEDLSQAAEQDEMRLELQRSANSNPAMAPRERKAGCKNFFWKTFTSC. The pKi is 6.0. (7) The compound is O=C(O)CSCC(=O)C(=O)O. The target protein (P40495) has sequence MFRSVATRLSACRGLASNAARKSLTIGLIPGDGIGKEVIPAGKQVLENLNSKHGLSFNFIDLYAGFQTFQETGKALPDETVKVLKEQCQGALFGAVQSPTTKVEGYSSPIVALRREMGLFANVRPVKSVEGEKGKPIDMVIVRENTEDLYIKIEKTYIDKATGTRVADATKRISEIATRRIATIALDIALKRLQTRGQATLTVTHKSNVLSQSDGLFREICKEVYESNKDKYGQIKYNEQIVDSMVYRLFREPQCFDVIVAPNLYGDILSDGAAALVGSLGVVPSANVGPEIVIGEPCHGSAPDIAGKGIANPIATIRSTALMLEFLGHNEAAQDIYKAVDANLREGSIKTPDLGGKASTQQVVDDVLSRL. The pKi is 4.9. (8) The small molecule is COc1ccccc1N1CCN(CCCNC(=O)c2ccc(COCCOCCOCCOCCOCc3ccc(C(=O)NCCCN4CCN(c5ccccc5OC)CC4)cc3)cc2)CC1. The target protein (P50130) has sequence MRTLNTSTMDGTGLVVERDFSFRILTACFLSLLILSTLLGNTLVCAAVIRFRHLRSKVTNFFVISLAVSDLLVAVLVMPWKAVAEIAGFWPFGSFCNIWVAFDIMCSTASILNLCVISVDRYWAISSPFRYERKMTPKAAFILISVAWTLSVLISFIPVQLSWHKAKPTSPSDGNVTSLGKTTHNCDSSLSRTYAISSSLISFYIPVAIMIVTYTRIYRIAQKQIRRISALERAAVHAKNCQTTAGNGNPAECSQPESSFKMSFKRETKVLKTLSVIMGVFVCCWLPFFILNCMVPFCGSGETKPFCIDSITFDVFVWFGWANSSLNPIIYAFNADFRKAFSTLLGCYRLCPTSTNAIETVSINNNGAVVFSSHHEPRGSISKDCNLVYLIPHAVGSSEDLKKEEAGGIASPLEKLSPALSVILDYDTDVSLEKIQPITQNGQHPT. The pKi is 6.2. (9) The drug is CC(C)(C)c1cc(NC(=O)Nc2ccc(Oc3ccc4ncncc4c3)cc2)n(-c2ccc3ncccc3c2)n1. The target protein sequence is MLEICLKLVGCKSKKGLSSSSSCYLEEALQRPVASDFEPQGLSEAARWNSKENLLAGPSENDPNLFVALYDFVASGDNTLSITKGEKLRVLGYNHNGEWCEAQTKNGQGWVPSNYITPVNSLEKHSWYHGPVSRNAAEYLLSSGINGSFLVRESESSPGQRSISLRYEGRVYHYRINTASDGKLYVSSESRFNTLAELVHHHSTVADGLITTLHYPAPKRNKPTVYGVSPNYDKWEMERTDITMKHKLGGGQFGEVYEGVWKKYSLTVAVKTLKEDTMEVEEFLKEAAVMKEIKHPNLVQLLGVCTREPPFYIITEFMTYGNLLDYLRECNRQEVNAVVLLYMATQISSAMEYLEKKNFIHRDLAARNCLVGENHLVKVADFGLSRLMTGDTYTAHAGAKFPIKWTAPESLAYNKFSIKSDVWAFGVLLWEIATYGMSPYPGIDLSQVYELLEKDYRMERPEGCPEKVYELMRACWQWNPSDRPSFAEIHQAFETMFQES.... The pKi is 8.5.